From a dataset of Forward reaction prediction with 1.9M reactions from USPTO patents (1976-2016). Predict the product of the given reaction. Given the reactants [NH:1]=[S:2]1(=[O:16])[CH2:7][CH2:6][N:5]([C:8]2[N:13]=[CH:12][C:11]([C:14]#[N:15])=[CH:10][CH:9]=2)[CH2:4][CH2:3]1.Cl[C:18]([O:20][CH2:21][CH3:22])=[O:19], predict the reaction product. The product is: [C:14]([C:11]1[CH:10]=[CH:9][C:8]([N:5]2[CH2:4][CH2:3][S:2](=[N:1][C:18](=[O:19])[O:20][CH2:21][CH3:22])(=[O:16])[CH2:7][CH2:6]2)=[N:13][CH:12]=1)#[N:15].